Dataset: Forward reaction prediction with 1.9M reactions from USPTO patents (1976-2016). Task: Predict the product of the given reaction. Given the reactants [CH2:1]([CH2:11]/[C:12](/[CH3:22])=[CH:13]/[CH2:14][CH2:15]/[C:16](/[CH3:21])=[CH:17]/[C:18]([OH:20])=[O:19])/[CH:2]=[C:3](/[CH2:5][CH2:6][CH:7]=[C:8]([CH3:10])[CH3:9])\[CH3:4].[CH2:23](O)[C@@H:24]([C@@H:26]([CH2:28][OH:29])[OH:27])[OH:25].OCC(CO)O, predict the reaction product. The product is: [CH3:21][C:16]([CH2:15][CH2:14][CH:13]=[C:12]([CH3:22])[CH2:11][CH2:1][CH:2]=[C:3]([CH3:4])[CH2:5][CH2:6][CH:7]=[C:8]([CH3:10])[CH3:9])=[CH:17][C:18]([O:20][CH2:23][C@@H:24]([C@@H:26]([CH2:28][OH:29])[OH:27])[OH:25])=[O:19].